Dataset: Full USPTO retrosynthesis dataset with 1.9M reactions from patents (1976-2016). Task: Predict the reactants needed to synthesize the given product. (1) Given the product [CH3:1][O:2][C:3](=[O:33])[C:4]1[CH:9]=[CH:8][C:7]([CH2:10][N:11]2[CH:15]=[C:14]([C:16]3[CH:21]=[CH:20][C:19]([Cl:22])=[CH:18][C:17]=3[Cl:23])[N:13]=[C:12]2/[CH:24]=[CH:25]/[C:26]2[CH:31]=[CH:30][C:29]([C:38]3[S:39][C:35]([Cl:34])=[CH:36][CH:37]=3)=[CH:28][CH:27]=2)=[CH:6][CH:5]=1, predict the reactants needed to synthesize it. The reactants are: [CH3:1][O:2][C:3](=[O:33])[C:4]1[CH:9]=[CH:8][C:7]([CH2:10][N:11]2[CH:15]=[C:14]([C:16]3[CH:21]=[CH:20][C:19]([Cl:22])=[CH:18][C:17]=3[Cl:23])[N:13]=[C:12]2/[CH:24]=[CH:25]/[C:26]2[CH:31]=[CH:30][C:29](Br)=[CH:28][CH:27]=2)=[CH:6][CH:5]=1.[Cl:34][C:35]1[S:39][C:38](B(O)O)=[CH:37][CH:36]=1. (2) Given the product [Cl:27][C:28]1[CH:33]=[C:32]([C:2]2[C:11]3[C:6](=[CH:7][C:8]([S:12]([O:15][C:16]4[C:21]([F:22])=[C:20]([F:23])[C:19]([F:24])=[C:18]([F:25])[C:17]=4[F:26])(=[O:14])=[O:13])=[CH:9][CH:10]=3)[CH:5]=[CH:4][N:3]=2)[C:31]([O:37][CH3:38])=[CH:30][C:29]=1[C:39]1[CH:44]=[CH:43][CH:42]=[C:41]([F:45])[CH:40]=1, predict the reactants needed to synthesize it. The reactants are: Cl[C:2]1[C:11]2[C:6](=[CH:7][C:8]([S:12]([O:15][C:16]3[C:21]([F:22])=[C:20]([F:23])[C:19]([F:24])=[C:18]([F:25])[C:17]=3[F:26])(=[O:14])=[O:13])=[CH:9][CH:10]=2)[CH:5]=[CH:4][N:3]=1.[Cl:27][C:28]1[CH:33]=[C:32](B(O)O)[C:31]([O:37][CH3:38])=[CH:30][C:29]=1[C:39]1[CH:44]=[CH:43][CH:42]=[C:41]([F:45])[CH:40]=1.C(=O)([O-])[O-].[K+].[K+]. (3) Given the product [F:27][C:24]1[CH:23]=[CH:22][C:21](/[CH:20]=[CH:19]/[C:16]2[CH:17]=[CH:18][C:13]([S:10]([C:3]3[CH:4]=[CH:5][CH:6]=[C:7]([O:8][CH3:9])[C:2]=3[O:29][CH3:28])(=[O:11])=[O:12])=[CH:14][CH:15]=2)=[CH:26][CH:25]=1, predict the reactants needed to synthesize it. The reactants are: F[C:2]1[C:7]([O:8][CH3:9])=[CH:6][CH:5]=[CH:4][C:3]=1[S:10]([C:13]1[CH:18]=[CH:17][C:16](/[CH:19]=[CH:20]/[C:21]2[CH:26]=[CH:25][C:24]([F:27])=[CH:23][CH:22]=2)=[CH:15][CH:14]=1)(=[O:12])=[O:11].[CH3:28][O-:29].[Na+]. (4) Given the product [ClH:22].[NH2:12][CH2:11][C:10]([NH:9][C@@H:4]([CH2:5][CH2:6][S:7][CH3:8])[C:3]([NH:2][OH:1])=[O:21])=[O:20], predict the reactants needed to synthesize it. The reactants are: [OH:1][NH:2][C:3](=[O:21])[C@@H:4]([NH:9][C:10](=[O:20])[CH2:11][NH:12]C(=O)OC(C)(C)C)[CH2:5][CH2:6][S:7][CH3:8].[ClH:22]. (5) Given the product [CH2:23]([O:30][C:31](=[O:32])[NH:33][C:34]1[C:39](=[O:40])[N:38]2[C:41]([C:44](=[O:46])[NH:65][CH2:64][C:61]3[CH:62]=[CH:63][C:58]([C:56]([NH:55][C:54]([O:53][C:49]([CH3:52])([CH3:51])[CH3:50])=[O:66])=[NH:57])=[CH:59][CH:60]=3)([CH2:47][CH3:48])[CH2:42][CH2:43][C:37]2=[N:36][CH:35]=1)[C:24]1[CH:29]=[CH:28][CH:27]=[CH:26][CH:25]=1, predict the reactants needed to synthesize it. The reactants are: C(OC(=O)NC1C(=O)N2C(C)CCC2=NC=1)C1C=CC=CC=1.[CH2:23]([O:30][C:31]([NH:33][C:34]1[C:39](=[O:40])[N:38]2[C:41]([CH2:47][CH3:48])([C:44]([OH:46])=O)[CH2:42][CH2:43][C:37]2=[N:36][CH:35]=1)=[O:32])[C:24]1[CH:29]=[CH:28][CH:27]=[CH:26][CH:25]=1.[C:49]([O:53][C:54](=[O:66])[NH:55][C:56]([C:58]1[CH:63]=[CH:62][C:61]([CH2:64][NH2:65])=[CH:60][CH:59]=1)=[NH:57])([CH3:52])([CH3:51])[CH3:50]. (6) Given the product [CH3:1][O:2][C:3]([NH:5][C@@H:6]([C@H:58]([O:62][CH3:61])[CH3:60])[C:7]([N:9]1[C@H:14]([C:15]2[NH:19][C:18]3[C:20]4[C:25]([CH:26]=[CH:27][C:17]=3[N:16]=2)=[CH:24][C:23]([C:28]2[CH:29]=[C:30]3[C:54](=[CH:55][CH:56]=2)[C:34]2[NH:35][C:36]([C@@H:38]5[CH2:42][CH2:41][CH2:40][N:39]5[C:43](=[O:53])[C@@H:44]([NH:48][C:49](=[O:52])[O:50][CH3:51])[CH:45]([CH3:47])[CH3:46])=[N:37][C:33]=2[CH:32]=[CH:31]3)=[CH:22][CH:21]=4)[C@@H:13]2[CH2:57][C@H:10]1[CH2:11][CH2:12]2)=[O:8])=[O:4], predict the reactants needed to synthesize it. The reactants are: [CH3:1][O:2][C:3]([NH:5][C@@H:6]([CH:58]([CH3:60])C)[C:7]([N:9]1[C@H:14]([C:15]2[NH:19][C:18]3[C:20]4[C:25]([CH:26]=[CH:27][C:17]=3[N:16]=2)=[CH:24][C:23]([C:28]2[CH:29]=[C:30]3[C:54](=[CH:55][CH:56]=2)[C:34]2[NH:35][C:36]([C@@H:38]5[CH2:42][CH2:41][CH2:40][N:39]5[C:43](=[O:53])[C@@H:44]([NH:48][C:49](=[O:52])[O:50][CH3:51])[CH:45]([CH3:47])[CH3:46])=[N:37][C:33]=2[CH:32]=[CH:31]3)=[CH:22][CH:21]=4)[C@@H:13]2[CH2:57][C@H:10]1[CH2:11][CH2:12]2)=[O:8])=[O:4].[CH3:61][O:62]C(N[C@@H](C(C)C)C(O)=O)=O. (7) Given the product [CH3:1][O:2][CH:3]([O:19][CH3:18])[CH:4]([CH:7]([O:10][CH3:11])[O:8][CH3:9])[C:5]#[N:6], predict the reactants needed to synthesize it. The reactants are: [CH3:1][O:2][CH:3]=[CH:4][C:5]#[N:6].[CH:7](OC)([O:10][CH3:11])[O:8][CH3:9].B(F)(F)F.[CH3:18][O-:19].[Na+].